This data is from Full USPTO retrosynthesis dataset with 1.9M reactions from patents (1976-2016). The task is: Predict the reactants needed to synthesize the given product. (1) Given the product [CH3:1][N:2]([C@@H:20]1[CH2:25][CH2:24][CH2:23][NH:22][CH2:21]1)[C:3]1[N:8]=[CH:7][N:6]=[C:5]2[NH:9][N:10]=[CH:11][C:4]=12, predict the reactants needed to synthesize it. The reactants are: [CH3:1][N:2]([C@@H:20]1[CH2:25][CH2:24][CH2:23][NH:22][CH2:21]1)[C:3]1[N:8]=[CH:7][N:6]=[C:5]2[N:9](COCC[Si](C)(C)C)[N:10]=[CH:11][C:4]=12.Cl. (2) Given the product [Br:25][C:7]1[CH:8]=[CH:9][C:4]([N+:1]([O-:3])=[O:2])=[C:5]([C:10]2[CH:18]=[CH:17][CH:16]=[C:15]3[C:11]=2[CH:12]=[CH:13][N:14]3[C:19]2[CH:24]=[CH:23][CH:22]=[CH:21][CH:20]=2)[CH:6]=1, predict the reactants needed to synthesize it. The reactants are: [N+:1]([C:4]1[CH:9]=[CH:8][CH:7]=[CH:6][C:5]=1[C:10]1[CH:18]=[CH:17][CH:16]=[C:15]2[C:11]=1[CH:12]=[CH:13][N:14]2[C:19]1[CH:24]=[CH:23][CH:22]=[CH:21][CH:20]=1)([O-:3])=[O:2].[Br:25]C1C=CC([N+]([O-])=O)=C(C2C=C3C(=CC=2)NC=C3)C=1. (3) Given the product [OH:31][C:21]1([C:11]2[CH:12]=[C:13]([C:14]3[CH:15]=[N:16][C:17]([CH3:20])=[CH:18][CH:19]=3)[N:9]([C:6]3[CH:5]=[CH:4][C:3]([O:2][CH3:1])=[CH:8][CH:7]=3)[N:10]=2)[CH2:30][CH2:29][C:24](=[O:25])[CH2:23][CH2:22]1, predict the reactants needed to synthesize it. The reactants are: [CH3:1][O:2][C:3]1[CH:8]=[CH:7][C:6]([N:9]2[C:13]([C:14]3[CH:15]=[N:16][C:17]([CH3:20])=[CH:18][CH:19]=3)=[CH:12][C:11]([C:21]3([OH:31])[CH2:30][CH2:29][C:24]4(OCC[O:25]4)[CH2:23][CH2:22]3)=[N:10]2)=[CH:5][CH:4]=1.[OH-].[Na+]. (4) Given the product [C:1]([N:4]1[C:13]2[C:8](=[CH:9][C:10]([C:14]([NH2:30])=[O:15])=[CH:11][CH:12]=2)[C@H:7]([NH:17][C:18]2[N:23]=[C:22]([CH3:24])[CH:21]=[CH:20][N:19]=2)[C@@H:6]([CH3:25])[C@@H:5]1[CH:26]1[CH2:28][CH2:27]1)(=[O:3])[CH3:2], predict the reactants needed to synthesize it. The reactants are: [C:1]([N:4]1[C:13]2[C:8](=[CH:9][C:10]([C:14](O)=[O:15])=[CH:11][CH:12]=2)[C@H:7]([NH:17][C:18]2[N:23]=[C:22]([CH3:24])[CH:21]=[CH:20][N:19]=2)[C@@H:6]([CH3:25])[C@@H:5]1[CH:26]1[CH2:28][CH2:27]1)(=[O:3])[CH3:2].C[N:30](C(ON1N=NC2C=CC=NC1=2)=[N+](C)C)C.F[P-](F)(F)(F)(F)F.CCN(C(C)C)C(C)C.[Cl-].[NH4+]. (5) Given the product [Cl:11][C:12]1[C:13]([NH:32][CH:5]=[O:7])=[CH:14][C:15]2[N:19]=[C:18]([CH2:20][CH3:21])[N:17]([C:22]3[CH:23]=[CH:24][C:25]([CH2:28][CH2:29][Cl:30])=[CH:26][CH:27]=3)[C:16]=2[CH:31]=1, predict the reactants needed to synthesize it. The reactants are: C(O[C:5](=[O:7])C)(=O)C.C(O)=O.[Cl:11][C:12]1[C:13]([NH2:32])=[CH:14][C:15]2[N:19]=[C:18]([CH2:20][CH3:21])[N:17]([C:22]3[CH:27]=[CH:26][C:25]([CH2:28][CH2:29][Cl:30])=[CH:24][CH:23]=3)[C:16]=2[CH:31]=1. (6) The reactants are: [OH:1][C:2]1[CH:3]=[C:4]2[C:8](=[CH:9][CH:10]=1)[C:7](=[O:11])[CH2:6][CH2:5]2.[NH:12]1[C:20]2[C:15](=[CH:16][CH:17]=[CH:18][CH:19]=2)[C:14]([CH:21]=O)=[CH:13]1.[OH-].[Na+].O. Given the product [NH:12]1[C:20]2[C:15](=[CH:16][CH:17]=[CH:18][CH:19]=2)[C:14](/[CH:21]=[C:6]2/[C:7](=[O:11])[C:8]3[C:4]([CH2:5]/2)=[CH:3][C:2]([OH:1])=[CH:10][CH:9]=3)=[CH:13]1, predict the reactants needed to synthesize it. (7) Given the product [Br:1][C:11]1[C:12]2[C:17](=[CH:16][C:15]([C:18]([O:20][CH3:21])=[O:19])=[CH:14][CH:13]=2)[C:8]([OH:7])=[N:9][CH:10]=1, predict the reactants needed to synthesize it. The reactants are: [Br:1]Br.C(O)(=O)C.[OH:7][C:8]1[C:17]2[C:12](=[CH:13][CH:14]=[C:15]([C:18]([O:20][CH3:21])=[O:19])[CH:16]=2)[CH:11]=[CH:10][N:9]=1. (8) Given the product [CH3:1][N:2]1[C:6]([C:7](=[O:24])[NH:8][C:9]2[CH:10]=[CH:11][C:12]3[N:13]([N:15]=[C:16]([C:18]4[CH:23]=[CH:22][CH:21]=[CH:20][CH:19]=4)[N:17]=3)[CH:14]=2)=[C:5]([C:25]([OH:27])=[O:26])[CH:4]=[N:3]1, predict the reactants needed to synthesize it. The reactants are: [CH3:1][N:2]1[C:6]([C:7](=[O:24])[NH:8][C:9]2[CH:10]=[CH:11][C:12]3[N:13]([N:15]=[C:16]([C:18]4[CH:23]=[CH:22][CH:21]=[CH:20][CH:19]=4)[N:17]=3)[CH:14]=2)=[C:5]([C:25]([O:27]CC)=[O:26])[CH:4]=[N:3]1.O.[OH-].[Li+]. (9) Given the product [CH:26]1([S:29]([N:32]2[CH:36]=[C:35]([C:37]3[N:42]=[C:41]([NH:43][C:2]4[N:7]=[CH:6][C:5]5[C:8]([C:17]([NH:19][CH:20]6[CH2:25][CH2:24][O:23][CH2:22][CH2:21]6)=[O:18])=[CH:9][N:10]([CH:11]([CH3:16])[C:12]([F:15])([F:14])[F:13])[C:4]=5[CH:3]=4)[CH:40]=[CH:39][N:38]=3)[CH:34]=[N:33]2)(=[O:30])=[O:31])[CH2:28][CH2:27]1, predict the reactants needed to synthesize it. The reactants are: Cl[C:2]1[N:7]=[CH:6][C:5]2[C:8]([C:17]([NH:19][CH:20]3[CH2:25][CH2:24][O:23][CH2:22][CH2:21]3)=[O:18])=[CH:9][N:10]([CH:11]([CH3:16])[C:12]([F:15])([F:14])[F:13])[C:4]=2[CH:3]=1.[CH:26]1([S:29]([N:32]2[CH:36]=[C:35]([C:37]3[N:42]=[C:41]([NH2:43])[CH:40]=[CH:39][N:38]=3)[CH:34]=[N:33]2)(=[O:31])=[O:30])[CH2:28][CH2:27]1.C1(P(C2CCCCC2)C2C(OC)=CC=C(OC)C=2C2C(C(C)C)=CC(C(C)C)=CC=2C(C)C)CCCCC1.C(=O)([O-])[O-].[Cs+].[Cs+]. (10) Given the product [C:32]([O:31][C:29](=[O:30])[NH:27][CH2:26][C:23]1[CH:22]=[CH:21][CH:20]=[C:19]2[C:24]=1[CH:25]=[C:16]([C:13]1[CH:12]=[CH:11][C:10]([CH2:9][N:5]3[CH:6]=[CH:7][N:8]=[C:4]3[CH2:3][O:2][CH3:1])=[CH:15][CH:14]=1)[NH:17][C:18]2=[O:28])([CH3:35])([CH3:34])[CH3:33], predict the reactants needed to synthesize it. The reactants are: [CH3:1][O:2][CH2:3][C:4]1[N:5]([CH2:9][C:10]2[CH:15]=[CH:14][C:13]([C:16]3[NH:17][C:18](=[O:28])[C:19]4[CH:20]=[CH:21][CH:22]=[C:23]([C:26]#[N:27])[C:24]=4[CH:25]=3)=[CH:12][CH:11]=2)[CH:6]=[CH:7][N:8]=1.[C:29](O[C:29]([O:31][C:32]([CH3:35])([CH3:34])[CH3:33])=[O:30])([O:31][C:32]([CH3:35])([CH3:34])[CH3:33])=[O:30].C1COCC1.CO.[BH4-].[Na+].